Predict which catalyst facilitates the given reaction. From a dataset of Catalyst prediction with 721,799 reactions and 888 catalyst types from USPTO. (1) Reactant: C(OC([N:8]1[CH2:13][CH2:12][CH:11]([O:14][C:15]2[CH:39]=[C:38]([C:40]([CH3:43])([CH3:42])[CH3:41])[CH:37]=[CH:36][C:16]=2[C:17]([NH:19][C:20]2[CH:21]=[N:22][CH:23]=[CH:24][C:25]=2[C:26]([NH:28][C:29]2[CH:34]=[CH:33][C:32]([Cl:35])=[CH:31][N:30]=2)=[O:27])=[O:18])[CH2:10][CH2:9]1)=O)(C)(C)C.C1(OC)C=CC=CC=1.FC(F)(F)C(O)=O. Product: [C:40]([C:38]1[CH:37]=[CH:36][C:16]([C:17]([NH:19][C:20]2[CH:21]=[N:22][CH:23]=[CH:24][C:25]=2[C:26]([NH:28][C:29]2[CH:34]=[CH:33][C:32]([Cl:35])=[CH:31][N:30]=2)=[O:27])=[O:18])=[C:15]([O:14][CH:11]2[CH2:12][CH2:13][NH:8][CH2:9][CH2:10]2)[CH:39]=1)([CH3:43])([CH3:41])[CH3:42]. The catalyst class is: 2. (2) Reactant: S(O[CH2:12][CH2:13][O:14][CH2:15][CH2:16][O:17][CH2:18][CH2:19][O:20][CH2:21][CH2:22][C:23]([O:25][C:26]([CH3:29])([CH3:28])[CH3:27])=[O:24])(C1C=CC(C)=CC=1)(=O)=O.[C:30]1(=[O:40])[NH:34][C:33](=[O:35])[C:32]2=[CH:36][CH:37]=[CH:38][CH:39]=[C:31]12.[K].O. The catalyst class is: 3. Product: [O:35]=[C:33]1[C:32]2[C:31](=[CH:39][CH:38]=[CH:37][CH:36]=2)[C:30](=[O:40])[N:34]1[CH2:12][CH2:13][O:14][CH2:15][CH2:16][O:17][CH2:18][CH2:19][O:20][CH2:21][CH2:22][C:23]([O:25][C:26]([CH3:27])([CH3:29])[CH3:28])=[O:24]. (3) Reactant: [Br:1][C:2]1[CH:3]=[C:4]([Si:9]([C:22]2[CH:27]=[CH:26][CH:25]=[CH:24][CH:23]=2)([C:16]2[CH:21]=[CH:20][CH:19]=[CH:18][CH:17]=2)[C:10]2[CH:15]=[CH:14][CH:13]=[CH:12][CH:11]=2)[CH:5]=[C:6](Br)[CH:7]=1.[CH:28]1[C:36]2[C:35]3[CH:37]=[CH:38][CH:39]=[CH:40][C:34]=3[O:33][C:32]=2[C:31](B(O)O)=[CH:30][CH:29]=1.C(=O)([O-])[O-].[K+].[K+]. Product: [Br:1][C:2]1[CH:3]=[C:4]([Si:9]([C:10]2[CH:15]=[CH:14][CH:13]=[CH:12][CH:11]=2)([C:16]2[CH:17]=[CH:18][CH:19]=[CH:20][CH:21]=2)[C:22]2[CH:23]=[CH:24][CH:25]=[CH:26][CH:27]=2)[CH:5]=[C:6]([C:40]2[C:34]3[O:33][C:32]4[CH:31]=[CH:30][CH:29]=[CH:28][C:36]=4[C:35]=3[CH:37]=[CH:38][CH:39]=2)[CH:7]=1. The catalyst class is: 398.